From a dataset of Full USPTO retrosynthesis dataset with 1.9M reactions from patents (1976-2016). Predict the reactants needed to synthesize the given product. (1) Given the product [F:52][C@@H:53]([CH3:56])[CH2:54][NH:55][C:20]([C:12]1[C:13]2=[N:14][CH:15]=[C:16]([CH3:19])[CH:17]=[C:18]2[N:10]([CH2:9][C:8]2[C:3]([O:2][CH3:1])=[N:4][CH:5]=[C:6]([C:23]([F:24])([F:25])[F:26])[CH:7]=2)[CH:11]=1)=[O:21], predict the reactants needed to synthesize it. The reactants are: [CH3:1][O:2][C:3]1[C:8]([CH2:9][N:10]2[C:18]3[C:13](=[N:14][CH:15]=[C:16]([CH3:19])[CH:17]=3)[C:12]([C:20](O)=[O:21])=[CH:11]2)=[CH:7][C:6]([C:23]([F:26])([F:25])[F:24])=[CH:5][N:4]=1.CN(C(ON1N=NC2C=CC=NC1=2)=[N+](C)C)C.F[P-](F)(F)(F)(F)F.Cl.[F:52][C@@H:53]([CH3:56])[CH2:54][NH2:55].C(N(CC)CC)C. (2) Given the product [N:28]([C:20]1[C:19]([O:18][CH3:15])=[CH:27][C:26]([CH3:1])=[C:22]([CH:21]=1)[C:23]([NH2:25])=[O:24])=[C:29]=[S:30], predict the reactants needed to synthesize it. The reactants are: [CH3:1]C1C=CC(C(N)=O)=CC=1NC(N)=S.[CH:15]([O:18][C:19]1[CH:27]=[CH:26][C:22]([C:23]([NH2:25])=[O:24])=[CH:21][C:20]=1[N:28]=[C:29]=[S:30])(C)C. (3) Given the product [F:2][C:3]1[CH:8]=[CH:7][C:6]([NH:9][C:10]2[CH:11]=[CH:12][C:13]([CH2:16][NH:17][C:18]([C:20]3([NH:23][C:37]([C:34]4[S:33][C:32]([NH:31][C:28](=[O:30])[CH3:29])=[N:36][CH:35]=4)=[O:38])[CH2:21][CH2:22]3)=[O:19])=[N:14][CH:15]=2)=[C:5]([C:24]([F:27])([F:25])[F:26])[CH:4]=1, predict the reactants needed to synthesize it. The reactants are: Cl.[F:2][C:3]1[CH:8]=[CH:7][C:6]([NH:9][C:10]2[CH:11]=[CH:12][C:13]([CH2:16][NH:17][C:18]([C:20]3([NH2:23])[CH2:22][CH2:21]3)=[O:19])=[N:14][CH:15]=2)=[C:5]([C:24]([F:27])([F:26])[F:25])[CH:4]=1.[C:28]([NH:31][C:32]1[S:33][C:34]([C:37](O)=[O:38])=[CH:35][N:36]=1)(=[O:30])[CH3:29]. (4) The reactants are: [CH2:1]([O:3][C:4]([C:6]1[CH:7]=[N:8][C:9]2[C:14]([C:15]=1Cl)=[CH:13][CH:12]=[CH:11][C:10]=2[C:17]([F:20])([F:19])[F:18])=[O:5])[CH3:2].[OH:21][C:22]1[CH:23]=[C:24](B(O)O)[CH:25]=[CH:26][CH:27]=1. Given the product [OH:21][C:22]1[CH:27]=[C:26]([C:15]2[C:14]3[C:9](=[C:10]([C:17]([F:20])([F:19])[F:18])[CH:11]=[CH:12][CH:13]=3)[N:8]=[CH:7][C:6]=2[C:4]([O:3][CH2:1][CH3:2])=[O:5])[CH:25]=[CH:24][CH:23]=1, predict the reactants needed to synthesize it. (5) The reactants are: [CH3:1][O:2][C:3]1[C:8]2[O:9][C:10]3[CH:15]=[CH:14][CH:13]=[CH:12][C:11]=3[C:7]=2[CH:6]=[CH:5][CH:4]=1.Cl[CH:17]([O:19]C)Cl. Given the product [CH3:1][O:2][C:3]1[C:8]2[O:9][C:10]3[CH:15]=[CH:14][CH:13]=[CH:12][C:11]=3[C:7]=2[C:6]([CH:17]=[O:19])=[CH:5][CH:4]=1, predict the reactants needed to synthesize it.